From a dataset of NCI-60 drug combinations with 297,098 pairs across 59 cell lines. Regression. Given two drug SMILES strings and cell line genomic features, predict the synergy score measuring deviation from expected non-interaction effect. (1) Drug 1: C(CC(=O)O)C(=O)CN.Cl. Drug 2: C1CN(CCN1C(=O)CCBr)C(=O)CCBr. Cell line: CAKI-1. Synergy scores: CSS=21.7, Synergy_ZIP=-6.82, Synergy_Bliss=5.00, Synergy_Loewe=-1.06, Synergy_HSA=0.863. (2) Drug 1: C1=CC(=C2C(=C1NCCNCCO)C(=O)C3=C(C=CC(=C3C2=O)O)O)NCCNCCO. Drug 2: CC1=CC2C(CCC3(C2CCC3(C(=O)C)OC(=O)C)C)C4(C1=CC(=O)CC4)C. Cell line: UACC-257. Synergy scores: CSS=17.3, Synergy_ZIP=2.95, Synergy_Bliss=9.26, Synergy_Loewe=-1.58, Synergy_HSA=6.62. (3) Drug 1: CS(=O)(=O)C1=CC(=C(C=C1)C(=O)NC2=CC(=C(C=C2)Cl)C3=CC=CC=N3)Cl. Drug 2: C1CCC(CC1)NC(=O)N(CCCl)N=O. Cell line: T-47D. Synergy scores: CSS=14.3, Synergy_ZIP=1.18, Synergy_Bliss=7.32, Synergy_Loewe=5.42, Synergy_HSA=7.62. (4) Drug 1: CC1C(C(=O)NC(C(=O)N2CCCC2C(=O)N(CC(=O)N(C(C(=O)O1)C(C)C)C)C)C(C)C)NC(=O)C3=C4C(=C(C=C3)C)OC5=C(C(=O)C(=C(C5=N4)C(=O)NC6C(OC(=O)C(N(C(=O)CN(C(=O)C7CCCN7C(=O)C(NC6=O)C(C)C)C)C)C(C)C)C)N)C. Drug 2: C1CC(=O)NC(=O)C1N2C(=O)C3=CC=CC=C3C2=O. Cell line: CAKI-1. Synergy scores: CSS=16.4, Synergy_ZIP=-2.79, Synergy_Bliss=0.209, Synergy_Loewe=-36.7, Synergy_HSA=-1.31. (5) Drug 1: C1=CN(C=N1)CC(O)(P(=O)(O)O)P(=O)(O)O. Drug 2: C1CC(=O)NC(=O)C1N2C(=O)C3=CC=CC=C3C2=O. Cell line: COLO 205. Synergy scores: CSS=-2.77, Synergy_ZIP=3.62, Synergy_Bliss=5.07, Synergy_Loewe=2.11, Synergy_HSA=0.483. (6) Drug 1: C1=CC(=CC=C1CCCC(=O)O)N(CCCl)CCCl. Drug 2: CC1=C2C(C(=O)C3(C(CC4C(C3C(C(C2(C)C)(CC1OC(=O)C(C(C5=CC=CC=C5)NC(=O)C6=CC=CC=C6)O)O)OC(=O)C7=CC=CC=C7)(CO4)OC(=O)C)O)C)OC(=O)C. Cell line: LOX IMVI. Synergy scores: CSS=30.9, Synergy_ZIP=-15.5, Synergy_Bliss=-13.2, Synergy_Loewe=-13.9, Synergy_HSA=-7.22. (7) Synergy scores: CSS=26.9, Synergy_ZIP=3.07, Synergy_Bliss=2.31, Synergy_Loewe=-4.69, Synergy_HSA=0.893. Drug 1: C1=NC2=C(N1)C(=S)N=C(N2)N. Cell line: OVCAR-4. Drug 2: CC1=C(C=C(C=C1)C(=O)NC2=CC(=CC(=C2)C(F)(F)F)N3C=C(N=C3)C)NC4=NC=CC(=N4)C5=CN=CC=C5.